Dataset: NCI-60 drug combinations with 297,098 pairs across 59 cell lines. Task: Regression. Given two drug SMILES strings and cell line genomic features, predict the synergy score measuring deviation from expected non-interaction effect. (1) Drug 1: CC1C(C(CC(O1)OC2CC(CC3=C2C(=C4C(=C3O)C(=O)C5=C(C4=O)C(=CC=C5)OC)O)(C(=O)C)O)N)O.Cl. Drug 2: CN(CCCl)CCCl.Cl. Cell line: HOP-92. Synergy scores: CSS=18.9, Synergy_ZIP=-5.99, Synergy_Bliss=-5.30, Synergy_Loewe=-2.26, Synergy_HSA=-1.95. (2) Drug 1: C1CN1C2=NC(=NC(=N2)N3CC3)N4CC4. Drug 2: C(=O)(N)NO. Cell line: OVCAR3. Synergy scores: CSS=32.9, Synergy_ZIP=-9.94, Synergy_Bliss=0.124, Synergy_Loewe=-17.8, Synergy_HSA=0.243. (3) Drug 1: CC12CCC3C(C1CCC2=O)CC(=C)C4=CC(=O)C=CC34C. Drug 2: C1C(C(OC1N2C=NC(=NC2=O)N)CO)O. Cell line: SF-295. Synergy scores: CSS=47.8, Synergy_ZIP=-0.145, Synergy_Bliss=2.19, Synergy_Loewe=-2.69, Synergy_HSA=3.62. (4) Drug 1: C(=O)(N)NO. Drug 2: CC(C)(C#N)C1=CC(=CC(=C1)CN2C=NC=N2)C(C)(C)C#N. Cell line: SNB-75. Synergy scores: CSS=1.16, Synergy_ZIP=0.916, Synergy_Bliss=2.43, Synergy_Loewe=0.106, Synergy_HSA=0.145. (5) Drug 1: CC1C(C(CC(O1)OC2CC(CC3=C2C(=C4C(=C3O)C(=O)C5=C(C4=O)C(=CC=C5)OC)O)(C(=O)C)O)N)O.Cl. Drug 2: C1C(C(OC1N2C=NC(=NC2=O)N)CO)O. Cell line: NCI-H460. Synergy scores: CSS=19.9, Synergy_ZIP=-0.412, Synergy_Bliss=1.60, Synergy_Loewe=-12.4, Synergy_HSA=2.72. (6) Drug 1: CN1C(=O)N2C=NC(=C2N=N1)C(=O)N. Drug 2: C1=CC=C(C=C1)NC(=O)CCCCCCC(=O)NO. Cell line: OVCAR3. Synergy scores: CSS=3.36, Synergy_ZIP=7.64, Synergy_Bliss=14.1, Synergy_Loewe=-9.58, Synergy_HSA=-1.75. (7) Drug 1: COC1=NC(=NC2=C1N=CN2C3C(C(C(O3)CO)O)O)N. Drug 2: CC1=C(C(=CC=C1)Cl)NC(=O)C2=CN=C(S2)NC3=CC(=NC(=N3)C)N4CCN(CC4)CCO. Cell line: HCT-15. Synergy scores: CSS=-7.61, Synergy_ZIP=-0.272, Synergy_Bliss=-5.01, Synergy_Loewe=-11.3, Synergy_HSA=-8.50.